Dataset: Catalyst prediction with 721,799 reactions and 888 catalyst types from USPTO. Task: Predict which catalyst facilitates the given reaction. (1) Reactant: [C:1]([C:4]1[CH:9]=[CH:8][C:7]([N:10]=[N:11][C:12](=[C:16]2[C:25]3[C:20](=[CH:21][CH:22]=[CH:23][CH:24]=3)[CH2:19][C:18]([CH3:27])([CH3:26])[NH:17]2)[C:13]([NH2:15])=[O:14])=[CH:6][CH:5]=1)(=[O:3])[CH3:2].[C:28](=O)([O-])[O-].[Na+].[Na+].CI. Product: [C:1]([C:4]1[CH:5]=[CH:6][C:7]([N:10]=[N:11][C:12](=[C:16]2[C:25]3[C:20](=[CH:21][CH:22]=[CH:23][CH:24]=3)[CH2:19][C:18]([CH3:27])([CH3:26])[N:17]2[CH3:28])[C:13]([NH2:15])=[O:14])=[CH:8][CH:9]=1)(=[O:3])[CH3:2]. The catalyst class is: 10. (2) Reactant: [C:1]([C:5]1[CH:6]=[C:7]([OH:11])[CH:8]=[CH:9][CH:10]=1)([CH3:4])([CH3:3])[CH3:2].Br[CH2:13][CH2:14][CH2:15][OH:16].C(=O)([O-])[O-].[Cs+].[Cs+].O. Product: [C:1]([C:5]1[CH:6]=[C:7]([CH:8]=[CH:9][CH:10]=1)[O:11][CH2:13][CH2:14][CH2:15][OH:16])([CH3:4])([CH3:2])[CH3:3]. The catalyst class is: 115.